This data is from Full USPTO retrosynthesis dataset with 1.9M reactions from patents (1976-2016). The task is: Predict the reactants needed to synthesize the given product. (1) Given the product [F:17][C:18]1[CH:19]=[C:20]([CH:1]([OH:2])[C:3]2[CH:4]=[N:5][CH:6]=[CH:7][C:8]=2[C:9]2[CH:10]=[C:11]([CH:14]=[CH:15][CH:16]=2)[C:12]#[N:13])[CH:21]=[CH:22][C:23]=1[F:24], predict the reactants needed to synthesize it. The reactants are: [CH:1]([C:3]1[CH:4]=[N:5][CH:6]=[CH:7][C:8]=1[C:9]1[CH:10]=[C:11]([CH:14]=[CH:15][CH:16]=1)[C:12]#[N:13])=[O:2].[F:17][C:18]1[CH:19]=[C:20]([Mg]Br)[CH:21]=[CH:22][C:23]=1[F:24]. (2) Given the product [CH2:1]([O:8][C:9](=[O:34])[C@H:10]([NH:26][C:27]([O:29][C:30]([CH3:33])([CH3:32])[CH3:31])=[O:28])[CH2:11][C:12]1[C:20]2[C:15](=[CH:16][CH:17]=[CH:18][CH:19]=2)[N:14]([CH2:21][CH3:22])[CH:13]=1)[C:2]1[CH:7]=[CH:6][CH:5]=[CH:4][CH:3]=1, predict the reactants needed to synthesize it. The reactants are: [CH2:1]([O:8][C:9](=[O:34])[C@H:10]([NH:26][C:27]([O:29][C:30]([CH3:33])([CH3:32])[CH3:31])=[O:28])[CH2:11][C:12]1[C:20]2[C:15](=[CH:16][CH:17]=[CH:18][CH:19]=2)[N:14]([CH2:21][CH2:22]CCC)[CH:13]=1)[C:2]1[CH:7]=[CH:6][CH:5]=[CH:4][CH:3]=1.ICC.C(=O)([O-])[O-].[Cs+].[Cs+]. (3) Given the product [F:15][C:16]1[CH:17]=[CH:18][C:19]([N:22]2[C:30]3[C:25](=[CH:26][C:27]([CH:31]([OH:32])[C:2]4[CH:9]=[CH:8][C:5]([C:6]#[N:7])=[CH:4][CH:3]=4)=[CH:28][CH:29]=3)[CH:24]=[N:23]2)=[CH:20][CH:21]=1, predict the reactants needed to synthesize it. The reactants are: Br[C:2]1[CH:9]=[CH:8][C:5]([C:6]#[N:7])=[CH:4][CH:3]=1.[Li]CCCC.[F:15][C:16]1[CH:21]=[CH:20][C:19]([N:22]2[C:30]3[C:25](=[CH:26][C:27]([CH:31]=[O:32])=[CH:28][CH:29]=3)[CH:24]=[N:23]2)=[CH:18][CH:17]=1. (4) Given the product [Cl:49][C:50]1[CH:70]=[CH:69][C:53]2[NH:54][C:55]([C@@H:57]([NH:68][C:5](=[O:7])[C:4]3[CH:8]=[CH:9][C:10]([C:11]([N:13]4[CH2:17][CH2:16][CH2:15][CH2:14]4)=[O:12])=[C:2]([CH3:1])[CH:3]=3)[CH2:58][C:59]3[C:67]4[C:62](=[CH:63][CH:64]=[CH:65][CH:66]=4)[NH:61][CH:60]=3)=[N:56][C:52]=2[CH:51]=1, predict the reactants needed to synthesize it. The reactants are: [CH3:1][C:2]1[CH:3]=[C:4]([CH:8]=[CH:9][C:10]=1[C:11]([N:13]1[CH2:17][CH2:16][CH2:15][CH2:14]1)=[O:12])[C:5]([OH:7])=O.CN(C(ON1N=NC2C=CC=CC1=2)=[N+](C)C)C.[B-](F)(F)(F)F.C(N(C(C)C)CC)(C)C.[Cl:49][C:50]1[CH:70]=[CH:69][C:53]2[NH:54][C:55]([C@@H:57]([NH2:68])[CH2:58][C:59]3[C:67]4[C:62](=[CH:63][CH:64]=[CH:65][CH:66]=4)[NH:61][CH:60]=3)=[N:56][C:52]=2[CH:51]=1.ClCl. (5) Given the product [C:1]([O:9][CH2:10][C@@:11]1([CH3:19])[CH2:17][CH2:16][CH2:15][C:14](=[O:18])[CH2:13][O:12]1)(=[O:8])[C:2]1[CH:3]=[CH:4][CH:5]=[CH:6][CH:7]=1, predict the reactants needed to synthesize it. The reactants are: [C:1]([O:9][CH2:10][C@@:11]1([CH3:19])[CH2:17][CH2:16][CH2:15][CH:14]([OH:18])[CH2:13][O:12]1)(=[O:8])[C:2]1[CH:7]=[CH:6][CH:5]=[CH:4][CH:3]=1.C1C=C[NH+]=CC=1.[O-][Cr](Cl)(=O)=O. (6) The reactants are: [CH3:1][C:2]([O:5][C:6]([NH:8][C:9]1[CH:14]=[CH:13][N:12]=[CH:11][C:10]=1[CH:15]=[O:16])=[O:7])([CH3:4])[CH3:3].IN1C(=O)CCC1=O.C(=O)([O-])[O-].[K+].[K+].[O-]S([O-])(=S)=O.[Na+].[Na+].[CH3:38][OH:39]. Given the product [CH3:38][O:39][C:15](=[O:16])[C:10]1[C:9]([NH:8][C:6]([O:5][C:2]([CH3:3])([CH3:1])[CH3:4])=[O:7])=[CH:14][CH:13]=[N:12][CH:11]=1, predict the reactants needed to synthesize it. (7) Given the product [Cl:55][C:52]1[CH:51]=[CH:50][C:49]([S:46]([N:40]2[C:39](=[O:56])[CH:38]([CH2:37][C:36]3[CH:57]=[C:58]([Cl:61])[CH:59]=[CH:60][C:35]=3[O:63][CH3:62])[CH2:44][NH:43][C:42](=[O:45])[CH2:41]2)(=[O:48])=[O:47])=[CH:54][C:53]=1[NH:8][C:9](=[O:13])[O:10][CH3:11], predict the reactants needed to synthesize it. The reactants are: ClC1C=CC([NH:8][C:9](=[O:13])[O:10][CH2:11]C)=C(/C=C2\CNC(=O)CN(S(C3C=CC(Cl)=CC=3)(=O)=O)C\2=O)C=1.N[C:35]1[CH:60]=[CH:59][C:58]([Cl:61])=[CH:57][C:36]=1/[CH:37]=[C:38]1/[C:39](=[O:56])[N:40]([S:46]([C:49]2[CH:54]=[CH:53][C:52]([Cl:55])=[CH:51][CH:50]=2)(=[O:48])=[O:47])[CH2:41][C:42](=[O:45])[NH:43][CH2:44]/1.[C:62](Cl)(=O)[O:63]CC.C(Cl)(=O)OC. (8) The reactants are: [N+:1]([C:4]1[CH:9]=[CH:8][CH:7]=[CH:6][C:5]=1[OH:10])([O-:3])=[O:2].C([O-])([O-])=O.[K+].[K+].Br[CH:18]1[CH2:23][CH2:22][O:21][C:19]1=[O:20].O. Given the product [N+:1]([C:4]1[CH:9]=[CH:8][CH:7]=[CH:6][C:5]=1[O:10][CH:18]1[CH2:23][CH2:22][O:21][C:19]1=[O:20])([O-:3])=[O:2], predict the reactants needed to synthesize it. (9) The reactants are: Br[C:2]1[CH:10]=[CH:9][C:5]2[N:6]=[CH:7][NH:8][C:4]=2[CH:3]=1.[CH3:11][C:12]1[CH:19]=[CH:18][C:15]([CH2:16][NH2:17])=[CH:14][CH:13]=1.C1(P(C2CCCCC2)C2C=CC=CC=2C2C=CC=CC=2N(C)C)CCCCC1.C[Si]([N-][Si](C)(C)C)(C)C.[Li+].C1COCC1. Given the product [CH3:11][C:12]1[CH:19]=[CH:18][C:15]([CH2:16][NH:17][C:2]2[CH:10]=[CH:9][C:5]3[N:6]=[CH:7][NH:8][C:4]=3[CH:3]=2)=[CH:14][CH:13]=1, predict the reactants needed to synthesize it. (10) The reactants are: [C:1]1([S:7]([OH:9])=[O:8])[CH:6]=[CH:5][CH:4]=[CH:3][CH:2]=1.[Cl-].[Cl-].[Ca+2].[F:13][C:14]1[CH:29]=[CH:28][C:17]([O:18][CH2:19][C@@H:20]([OH:27])[CH2:21][CH2:22][CH2:23][CH2:24][CH:25]=O)=[CH:16][CH:15]=1. Given the product [C:1]1([S:7]([CH:25]2[CH2:24][CH2:23][CH2:22][CH2:21][C@@H:20]([CH2:19][O:18][C:17]3[CH:28]=[CH:29][C:14]([F:13])=[CH:15][CH:16]=3)[O:27]2)(=[O:9])=[O:8])[CH:6]=[CH:5][CH:4]=[CH:3][CH:2]=1, predict the reactants needed to synthesize it.